Predict the product of the given reaction. From a dataset of Forward reaction prediction with 1.9M reactions from USPTO patents (1976-2016). (1) Given the reactants [Cl:1][C:2]1[CH:7]=[CH:6][C:5]([C:8]2[N:13]=[C:12]([C:14]([OH:16])=O)[CH:11]=[N:10][C:9]=2[O:17][C@@H:18]([CH3:23])[C:19]([F:22])([F:21])[F:20])=[CH:4][CH:3]=1.[N:24]1[CH:29]=[CH:28][CH:27]=[CH:26][C:25]=1[CH2:30][NH2:31], predict the reaction product. The product is: [Cl:1][C:2]1[CH:7]=[CH:6][C:5]([C:8]2[N:13]=[C:12]([C:14]([NH:31][CH2:30][C:25]3[CH:26]=[CH:27][CH:28]=[CH:29][N:24]=3)=[O:16])[CH:11]=[N:10][C:9]=2[O:17][C@@H:18]([CH3:23])[C:19]([F:21])([F:20])[F:22])=[CH:4][CH:3]=1. (2) Given the reactants [NH2:1][C:2]1[CH:11]=[C:10]2[C:5]([CH:6]=[CH:7][CH:8]=[C:9]2[N:12]2[CH2:17][CH2:16][N:15]([CH3:18])[CH2:14][CH2:13]2)=[CH:4][CH:3]=1.C(N(CC)CC)C.[C:26](Cl)(=[O:28])[CH3:27].CO.C(OCC)(=O)C, predict the reaction product. The product is: [C:26]([NH:1][C:2]1[CH:11]=[C:10]2[C:5]([CH:6]=[CH:7][CH:8]=[C:9]2[N:12]2[CH2:17][CH2:16][N:15]([CH3:18])[CH2:14][CH2:13]2)=[CH:4][CH:3]=1)(=[O:28])[CH3:27]. (3) Given the reactants COCCN(S(F)(F)[F:11])CCOC.[CH3:14][C:15]1[O:16][C:17]([C:20]2[CH:21]=[CH:22][C:23]3[O:27][CH:26]=[C:25]([C:28]4[CH:33]=[CH:32][C:31]([S:34][CH3:35])=[CH:30][CH:29]=4)[C:24]=3[CH:36]=2)=[N:18][N:19]=1.[Sb](Cl)(Cl)Cl, predict the reaction product. The product is: [F:11][CH2:35][S:34][C:31]1[CH:30]=[CH:29][C:28]([C:25]2[C:24]3[CH:36]=[C:20]([C:17]4[O:16][C:15]([CH3:14])=[N:19][N:18]=4)[CH:21]=[CH:22][C:23]=3[O:27][CH:26]=2)=[CH:33][CH:32]=1. (4) Given the reactants [N+:1]([C:4]1[CH:5]=[C:6](/[CH:10]=[CH:11]/[CH2:12][CH2:13][N:14]2C(=O)C3C(=CC=CC=3)C2=O)[CH:7]=[CH:8][CH:9]=1)([O-:3])=[O:2].NN.O, predict the reaction product. The product is: [N+:1]([C:4]1[CH:5]=[C:6](/[CH:10]=[CH:11]/[CH2:12][CH2:13][NH2:14])[CH:7]=[CH:8][CH:9]=1)([O-:3])=[O:2]. (5) Given the reactants [NH2:1][C:2]1[C:11]2[N:10]=[C:9]([C:12]3[CH:17]=[CH:16][C:15]([C:18]45[CH2:25][CH2:24][C:21]([C:26]([O:28]C)=[O:27])([CH2:22][CH2:23]4)[CH2:20][CH2:19]5)=[CH:14][CH:13]=3)[C:8]([CH3:31])([CH3:30])[O:7][C:6]=2[N:5]=[CH:4][N:3]=1.[OH-].[Na+].CCO, predict the reaction product. The product is: [NH2:1][C:2]1[C:11]2[N:10]=[C:9]([C:12]3[CH:13]=[CH:14][C:15]([C:18]45[CH2:23][CH2:22][C:21]([C:26]([OH:28])=[O:27])([CH2:20][CH2:19]4)[CH2:24][CH2:25]5)=[CH:16][CH:17]=3)[C:8]([CH3:31])([CH3:30])[O:7][C:6]=2[N:5]=[CH:4][N:3]=1. (6) Given the reactants [O:1]=[C:2]([N:18]1[C:24]2[CH:25]=[CH:26][CH:27]=[CH:28][C:23]=2[CH2:22][CH2:21][CH2:20][CH2:19]1)[CH2:3][NH:4][C:5]1[C:6]([NH:11][C:12]2[CH:17]=[CH:16][CH:15]=[CH:14][CH:13]=2)=[CH:7][CH:8]=[CH:9][CH:10]=1.[C:29](Cl)(=[O:34])[CH2:30][C:31](Cl)=[O:32], predict the reaction product. The product is: [O:1]=[C:2]([N:18]1[C:24]2[CH:25]=[CH:26][CH:27]=[CH:28][C:23]=2[CH2:22][CH2:21][CH2:20][CH2:19]1)[CH2:3][N:4]1[C:5]2[CH:10]=[CH:9][CH:8]=[CH:7][C:6]=2[N:11]([C:12]2[CH:17]=[CH:16][CH:15]=[CH:14][CH:13]=2)[C:31](=[O:32])[CH2:30][C:29]1=[O:34].